Dataset: Forward reaction prediction with 1.9M reactions from USPTO patents (1976-2016). Task: Predict the product of the given reaction. (1) The product is: [CH2:1]([C:6]1[N:7]=[C:8]([CH:11]=[N:14][OH:15])[S:9][CH:10]=1)[C:2]([CH3:5])([CH3:4])[CH3:3]. Given the reactants [CH2:1]([C:6]1[N:7]=[C:8]([CH:11]=O)[S:9][CH:10]=1)[C:2]([CH3:5])([CH3:4])[CH3:3].Cl.[NH2:14][OH:15], predict the reaction product. (2) Given the reactants [CH2:1]([N:8]([CH2:16][C:17]1[CH:22]=[CH:21][CH:20]=[CH:19][CH:18]=1)[CH2:9][C:10](=[O:15])[C:11]([CH3:14])([CH3:13])[CH3:12])[C:2]1[CH:7]=[CH:6][CH:5]=[CH:4][CH:3]=1.[CH3:23][Mg]Br, predict the reaction product. The product is: [CH2:1]([N:8]([CH2:16][C:17]1[CH:18]=[CH:19][CH:20]=[CH:21][CH:22]=1)[CH2:9][C:10]([CH3:23])([OH:15])[C:11]([CH3:14])([CH3:13])[CH3:12])[C:2]1[CH:7]=[CH:6][CH:5]=[CH:4][CH:3]=1. (3) Given the reactants [CH:1]([O:3]CCCC)=[CH2:2].C1(P(C2C=CC=CC=2)CCCP(C2C=CC=CC=2)C2C=CC=CC=2)C=CC=CC=1.C([O-])([O-])=O.[K+].[K+].Br[C:44]1[CH:45]=[C:46]2[C:55](=[C:56]3[C:61]=1[CH:60]=[CH:59][CH:58]=[N:57]3)[NH:54][S:53](=[O:63])(=[O:62])[C:52]1[C:47]2=[CH:48][CH:49]=[CH:50][CH:51]=1, predict the reaction product. The product is: [O:62]=[S:53]1(=[O:63])[C:52]2[C:47](=[CH:48][CH:49]=[CH:50][CH:51]=2)[C:46]2[C:55](=[C:56]3[C:61](=[C:44]([C:1](=[O:3])[CH3:2])[CH:45]=2)[CH:60]=[CH:59][CH:58]=[N:57]3)[NH:54]1.